Task: Predict the reactants needed to synthesize the given product.. Dataset: Full USPTO retrosynthesis dataset with 1.9M reactions from patents (1976-2016) (1) Given the product [Cl:1][C:2]1[N:7]=[CH:6][C:5]([S:8]([N:13]([CH3:14])[CH3:12])(=[O:10])=[O:9])=[CH:4][CH:3]=1, predict the reactants needed to synthesize it. The reactants are: [Cl:1][C:2]1[N:7]=[CH:6][C:5]([S:8](Cl)(=[O:10])=[O:9])=[CH:4][CH:3]=1.[CH3:12][NH:13][CH3:14].CCN(CC)CC. (2) Given the product [F:1][C:2]1[CH:7]=[CH:6][C:5]([CH2:8][CH2:9][C:10]([OH:12])=[O:11])=[C:4]([CH3:13])[CH:3]=1, predict the reactants needed to synthesize it. The reactants are: [F:1][C:2]1[CH:7]=[CH:6][C:5](/[CH:8]=[CH:9]/[C:10]([OH:12])=[O:11])=[C:4]([CH3:13])[CH:3]=1. (3) Given the product [Cl:1][C:2]1[CH:3]=[C:4]([C:16]([NH:18][C@H:19]([C:21]2[CH:29]=[CH:28][C:24]([C:25]([OH:27])=[O:26])=[CH:23][CH:22]=2)[CH3:20])=[O:17])[C:5]([O:8][C:33]2[CH:34]=[CH:35][CH:36]=[C:31]([Cl:30])[C:32]=2[F:38])=[N:6][CH:7]=1, predict the reactants needed to synthesize it. The reactants are: [Cl:1][C:2]1[CH:3]=[C:4]([C:16]([NH:18][C@H:19]([C:21]2[CH:29]=[CH:28][C:24]([C:25]([OH:27])=[O:26])=[CH:23][CH:22]=2)[CH3:20])=[O:17])[C:5]([O:8]C2C=CC=C(F)C=2)=[N:6][CH:7]=1.[Cl:30][C:31]1[C:32]([F:38])=[C:33](O)[CH:34]=[CH:35][CH:36]=1. (4) The reactants are: [C:1]1(=[O:7])[O:6][C:4](=[O:5])[CH:3]=[CH:2]1.[CH2:8]1[CH:12]2[C@@H]3[CH:10]=[CH:9][C@H:8](C2[CH:10]=[CH:9]1)[CH2:12]3.[OH-].[K+:19]. Given the product [C:2]12([C:1]([OH:6])=[O:7])[CH2:12][CH:8]([CH2:9][CH2:10]1)[CH:4]=[CH:3]2.[OH-:5].[K+:19], predict the reactants needed to synthesize it. (5) Given the product [NH2:1][C@@H:2]([C:13]([NH:15][C@H:16]([C:29]([NH:31][C@H:32]([C:36]([O:38][CH3:39])=[O:37])[C@@H:33]([CH3:35])[OH:34])=[O:30])[CH2:17][CH2:18][CH2:19][CH2:20][NH:21][C:22]([O:24][C:25]([CH3:27])([CH3:28])[CH3:26])=[O:23])=[O:14])[CH2:3][C:4]1[C:12]2[C:7](=[CH:8][CH:9]=[CH:10][CH:11]=2)[NH:6][CH:5]=1, predict the reactants needed to synthesize it. The reactants are: [NH:1](C(OCC1C=CC=CC=1)=O)[C@@H:2]([C:13]([NH:15][C@H:16]([C:29]([NH:31][C@H:32]([C:36]([O:38][CH3:39])=[O:37])[C@@H:33]([CH3:35])[OH:34])=[O:30])[CH2:17][CH2:18][CH2:19][CH2:20][NH:21][C:22]([O:24][C:25]([CH3:28])([CH3:27])[CH3:26])=[O:23])=[O:14])[CH2:3][C:4]1[C:12]2[C:7](=[CH:8][CH:9]=[CH:10][CH:11]=2)[NH:6][CH:5]=1. (6) Given the product [OH:25][CH:23]([CH3:24])[CH2:22][C:4]1[C:5]2[O:14][C:13]3[CH2:12][CH2:11][N:10]([C:15]([O:17][C:18]([CH3:21])([CH3:20])[CH3:19])=[O:16])[CH2:9][C:8]=3[C:6]=2[CH:7]=[C:2]([S:32]([C:26]2[CH:31]=[CH:30][CH:29]=[CH:28][CH:27]=2)(=[O:34])=[O:33])[CH:3]=1, predict the reactants needed to synthesize it. The reactants are: Br[C:2]1[CH:3]=[C:4]([CH2:22][CH:23]([OH:25])[CH3:24])[C:5]2[O:14][C:13]3[CH2:12][CH2:11][N:10]([C:15]([O:17][C:18]([CH3:21])([CH3:20])[CH3:19])=[O:16])[CH2:9][C:8]=3[C:6]=2[CH:7]=1.[C:26]1([S:32]([O-:34])=[O:33])[CH:31]=[CH:30][CH:29]=[CH:28][CH:27]=1.[Na+].C(=O)([O-])[O-].[Cs+].[Cs+].CC1(C)C2C(=C(P(C3C=CC=CC=3)C3C=CC=CC=3)C=CC=2)OC2C(P(C3C=CC=CC=3)C3C=CC=CC=3)=CC=CC1=2. (7) Given the product [F:65][C:42]1[CH:41]=[C:40]([OH:39])[CH:45]=[CH:44][C:43]=1[C:46]1[N:51]=[C:50]2[NH:52][N:53]=[C:54]([CH3:55])[C:49]2=[C:48]([CH2:62][N:69]2[C:70]([CH3:74])([CH3:73])[CH2:71][O:72][C:67]([CH3:75])([CH3:66])[CH2:68]2)[CH:47]=1, predict the reactants needed to synthesize it. The reactants are: FC1C=C(O)C=CC=1C1N=C2NN=C(C)C2=C(CN2CCNCC2C2C=CC=CC=2)C=1.C([O:39][C:40]1[CH:45]=[CH:44][C:43]([C:46]2[CH:47]=[C:48]([C:62](O)=O)[C:49]3[C:54]([CH3:55])=[N:53][N:52](C4CCCCO4)[C:50]=3[N:51]=2)=[C:42]([F:65])[CH:41]=1)C1C=CC=CC=1.[CH3:66][C:67]1([CH3:75])[O:72][CH2:71][C:70]([CH3:74])([CH3:73])[NH:69][CH2:68]1. (8) Given the product [Br:1][C:2]1[CH:7]=[CH:6][C:5]2[NH:8][C:16](=[O:17])[CH2:15][N:10]3[C:9](=[N:13][CH:12]=[N:11]3)[C:4]=2[CH:3]=1, predict the reactants needed to synthesize it. The reactants are: [Br:1][C:2]1[CH:7]=[CH:6][C:5]([NH2:8])=[C:4]([C:9]2[NH:10][N:11]=[CH:12][N:13]=2)[CH:3]=1.Cl[CH2:15][C:16](Cl)=[O:17].[OH-].[Na+].Cl. (9) Given the product [CH3:1][C:17]1[N:22]=[C:21]2[N:23]([C:26]([O:28][CH3:29])=[O:27])[CH:24]=[CH:25][C:20]2=[CH:19][CH:18]=1, predict the reactants needed to synthesize it. The reactants are: [C:1](=O)([O-])[O-].[K+].[K+].CB1OB(C)OB(C)O1.Cl[C:17]1[N:22]=[C:21]2[N:23]([C:26]([O:28][CH3:29])=[O:27])[CH:24]=[CH:25][C:20]2=[CH:19][CH:18]=1.